From a dataset of Catalyst prediction with 721,799 reactions and 888 catalyst types from USPTO. Predict which catalyst facilitates the given reaction. (1) Reactant: CN(C(ON1N=NC2C=CC=NC1=2)=[N+](C)C)C.F[P-](F)(F)(F)(F)F.[NH:25]1[C:29]2[CH:30]=[CH:31][CH:32]=[CH:33][C:28]=2[N:27]=[C:26]1[C:34]([C:36]1[CH:51]=[CH:50][C:39]([O:40][C:41]2[C:42]([C:47](O)=[O:48])=[N:43][CH:44]=[CH:45][N:46]=2)=[CH:38][CH:37]=1)=[O:35].C(N(C(C)C)CC)(C)C.[C:61]1([CH2:67][CH2:68][NH2:69])[CH:66]=[CH:65][CH:64]=[CH:63][CH:62]=1. Product: [NH:27]1[C:28]2[CH:33]=[CH:32][CH:31]=[CH:30][C:29]=2[N:25]=[C:26]1[C:34]([C:36]1[CH:37]=[CH:38][C:39]([O:40][C:41]2[C:42]([C:47]([NH:69][CH2:68][CH2:67][C:61]3[CH:66]=[CH:65][CH:64]=[CH:63][CH:62]=3)=[O:48])=[N:43][CH:44]=[CH:45][N:46]=2)=[CH:50][CH:51]=1)=[O:35]. The catalyst class is: 3. (2) Reactant: [CH2:1]([O:3][C:4]([C:6]1[S:10][C:9]2[CH:11]=[C:12]([CH2:15]O)[CH:13]=[CH:14][C:8]=2[CH:7]=1)=[O:5])[CH3:2].C([N:19](CC)CC)C.[Cl-:24].[N-]=[N+]=[N-].[Na+].C1(P(C2C=CC=CC=2)C2C=CC=CC=2)C=CC=CC=1. Product: [ClH:24].[CH2:1]([O:3][C:4]([C:6]1[S:10][C:9]2[CH:11]=[C:12]([CH2:15][NH2:19])[CH:13]=[CH:14][C:8]=2[CH:7]=1)=[O:5])[CH3:2]. The catalyst class is: 387. (3) Reactant: [F:1][C:2]([F:7])([F:6])[C:3]([OH:5])=[O:4].[CH:8]1([CH:13]([N:18]2[CH:22]=[C:21]([C:23]3[N:24]=[CH:25][C:26]4[CH:31]=[CH:30][NH:29][C:27]=4[N:28]=3)[CH:20]=[N:19]2)[CH2:14][CH:15]2[CH2:17]C2)[CH2:12][CH2:11][CH2:10][CH2:9]1.[H][H]. Product: [F:1][C:2]([F:7])([F:6])[C:3]([OH:5])=[O:4].[CH:8]1([CH:13]([N:18]2[CH:22]=[C:21]([C:23]3[C:31]4[CH:26]=[CH:25][NH:24][C:30]=4[N:29]=[CH:27][N:28]=3)[CH:20]=[N:19]2)[CH2:14][CH2:15][CH3:17])[CH2:9][CH2:10][CH2:11][CH2:12]1. The catalyst class is: 19. (4) Reactant: [C:1]1([C:11](O)=[O:12])[C:10]2[C:5](=[CH:6][CH:7]=[CH:8][CH:9]=2)[CH:4]=[CH:3][CH:2]=1. Product: [C:1]1([CH2:11][OH:12])[C:10]2[C:5](=[CH:6][CH:7]=[CH:8][CH:9]=2)[CH:4]=[CH:3][CH:2]=1. The catalyst class is: 1.